This data is from Aqueous solubility values for 9,982 compounds from the AqSolDB database. The task is: Regression/Classification. Given a drug SMILES string, predict its absorption, distribution, metabolism, or excretion properties. Task type varies by dataset: regression for continuous measurements (e.g., permeability, clearance, half-life) or binary classification for categorical outcomes (e.g., BBB penetration, CYP inhibition). For this dataset (solubility_aqsoldb), we predict Y. (1) The Y is -5.22 log mol/L. The molecule is O=[N+]([O-])c1ccc(Oc2ccc(C(F)(F)F)cc2[N+](=O)[O-])cc1. (2) The drug is CCS(=O)(=O)CI. The Y is -0.971 log mol/L. (3) The Y is 0.458 log mol/L. The drug is CC(C)C(N)C(=O)NCC(=O)O.